From a dataset of Catalyst prediction with 721,799 reactions and 888 catalyst types from USPTO. Predict which catalyst facilitates the given reaction. (1) Reactant: O.O.P([O-])([O-])(O)=O.[Na+].[Na+].[Na].[Na].[S:12]([C:16]1[CH:21]=[C:20]([S:22]([OH:25])(=[O:24])=[O:23])[CH:19]=[CH:18][C:17]=1[CH:26]=[N+:27]([C:29]([CH3:32])([CH3:31])[CH3:30])[O-:28])([OH:15])(=[O:14])=[O:13].[OH-].[Na+]. Product: [S:12]([C:16]1[CH:21]=[C:20]([S:22]([OH:25])(=[O:23])=[O:24])[CH:19]=[CH:18][C:17]=1[CH:26]=[N+:27]([C:29]([CH3:32])([CH3:31])[CH3:30])[O-:28])([OH:15])(=[O:14])=[O:13]. The catalyst class is: 6. (2) Reactant: [CH2:1]([C:3]1[S:7][C:6]([CH:8]=[O:9])=[CH:5][CH:4]=1)[CH3:2].[Cl:10]N1C(=O)CCC1=O.O. Product: [Cl:10][C:4]1[CH:5]=[C:6]([CH:8]=[O:9])[S:7][C:3]=1[CH2:1][CH3:2]. The catalyst class is: 9. (3) Reactant: [C:1](Cl)(=[O:8])[C:2]1[CH:7]=[CH:6][CH:5]=[CH:4][CH:3]=1.[NH2:10][C:11]1[CH:19]=[CH:18][CH:17]=[CH:16][C:12]=1[C:13](O)=[O:14].C(N(CC)CC)C.O. Product: [C:2]1([C:1]2[O:8][C:13](=[O:14])[C:12]3[CH:16]=[CH:17][CH:18]=[CH:19][C:11]=3[N:10]=2)[CH:7]=[CH:6][CH:5]=[CH:4][CH:3]=1. The catalyst class is: 80. (4) Reactant: [C:1]1([CH:7]([CH:14]2[CH2:19][CH2:18][N:17]([CH3:20])[CH2:16][CH2:15]2)N2CCNCC2)[CH:6]=[CH:5][CH:4]=[CH:3][CH:2]=1.C1(C(N=C=[O:36])C2C=CC=CC=2)C=CC=CC=1. Product: [CH3:20][N:17]1[CH2:18][CH2:19][CH:14]([C:7]([C:1]2[CH:6]=[CH:5][CH:4]=[CH:3][CH:2]=2)=[O:36])[CH2:15][CH2:16]1. The catalyst class is: 2. (5) The catalyst class is: 2. Reactant: C(OC([NH:8][C:9]1[C:10]([C:14]([NH:16][C:17]2[CH:22]=[CH:21][CH:20]=[CH:19][CH:18]=2)=[O:15])=[CH:11][S:12][CH:13]=1)=O)(C)(C)C.C(O)(C(F)(F)F)=O. Product: [NH2:8][C:9]1[C:10]([C:14]([NH:16][C:17]2[CH:18]=[CH:19][CH:20]=[CH:21][CH:22]=2)=[O:15])=[CH:11][S:12][CH:13]=1. (6) Product: [F:3][C:4]1[CH:5]=[C:6]([CH:13]=[CH:14][C:15]=1[N:16]([CH3:27])[C:17]1[N:22]=[CH:21][C:20]2[N:23]=[CH:24][N:25]([CH3:26])[C:19]=2[CH:18]=1)[CH2:7][N:8]([CH2:35][O:36][CH3:37])[S:9]([CH3:12])(=[O:10])=[O:11]. Reactant: [H-].[Na+].[F:3][C:4]1[CH:5]=[C:6]([CH:13]=[CH:14][C:15]=1[N:16]([CH3:27])[C:17]1[N:22]=[CH:21][C:20]2[N:23]=[CH:24][N:25]([CH3:26])[C:19]=2[CH:18]=1)[CH2:7][NH:8][S:9]([CH3:12])(=[O:11])=[O:10].BrCC1CC1.C1[CH2:37][O:36][CH2:35]C1. The catalyst class is: 25.